The task is: Predict the product of the given reaction.. This data is from Forward reaction prediction with 1.9M reactions from USPTO patents (1976-2016). (1) Given the reactants [H-].[Na+].[CH2:3]([N:10]1[CH2:15][CH2:14][CH:13]([C:16]([O:18][CH2:19][CH3:20])=[O:17])[C:12](=O)[CH2:11]1)[C:4]1[CH:9]=[CH:8][CH:7]=[CH:6][CH:5]=1.[CH:22]1[CH:27]=[CH:26][C:25](N(S(C(F)(F)F)(=O)=O)S(C(F)(F)F)(=O)=O)=[CH:24][CH:23]=1, predict the reaction product. The product is: [CH2:3]([N:10]1[CH2:11][C:12]([C:22]2[CH:27]=[CH:26][CH:25]=[CH:24][CH:23]=2)=[C:13]([C:16]([O:18][CH2:19][CH3:20])=[O:17])[CH2:14][CH2:15]1)[C:4]1[CH:9]=[CH:8][CH:7]=[CH:6][CH:5]=1. (2) Given the reactants O[CH2:2][CH2:3][N:4]1[C:9](=[O:10])[C:8]2[C:11]3[CH2:17][CH2:16][N:15]([CH3:18])[CH2:14][C:12]=3[S:13][C:7]=2[N:6]=[CH:5]1.S(Cl)([Cl:21])=O, predict the reaction product. The product is: [Cl:21][CH2:2][CH2:3][N:4]1[C:9](=[O:10])[C:8]2[C:11]3[CH2:17][CH2:16][N:15]([CH3:18])[CH2:14][C:12]=3[S:13][C:7]=2[N:6]=[CH:5]1. (3) Given the reactants [OH:1][CH2:2][CH:3]1[CH:7]=[CH:6][CH2:5][N:4]1[C:8]([O:10][C:11]([CH3:14])([CH3:13])[CH3:12])=[O:9].[Br:15][C:16]1[CH:21]=[CH:20][C:19]([O:22][CH3:23])=[CH:18][C:17]=1O.CCOC(/N=N/C(OCC)=O)=O, predict the reaction product. The product is: [Br:15][C:16]1[CH:21]=[CH:20][C:19]([O:22][CH3:23])=[CH:18][C:17]=1[O:1][CH2:2][CH:3]1[CH:7]=[CH:6][CH2:5][N:4]1[C:8]([O:10][C:11]([CH3:14])([CH3:13])[CH3:12])=[O:9]. (4) Given the reactants [CH2:1]([OH:77])[C@H:2]1[O:7][C@@H:6]2[O:8][C@H:9]3[C@H:14]([OH:15])[C@@H:13]([OH:16])[C@@H:12]([O:17][C@H:18]4[C@H:23]([OH:24])[C@@H:22]([OH:25])[C@@H:21]([O:26][C@H:27]5[C@H:32]([OH:33])[C@@H:31]([OH:34])[C@@H:30]([O:35][C@H:36]6[C@H:41]([OH:42])[C@@H:40]([OH:43])[C@@H:39]([O:44][C@H:45]7[C@H:50]([OH:51])[C@@H:49]([OH:52])[C@@H:48]([O:53][C@H:54]8[C@H:60]([OH:61])[C@@H:59]([OH:62])[C@@H:57]([O:58][C@H:3]1[C@H:4]([OH:76])[C@H:5]2[OH:75])[O:56][C@@H:55]8[CH2:63][OH:64])[O:47][C@@H:46]7[CH2:65][OH:66])[O:38][C@@H:37]6[CH2:67][OH:68])[O:29][C@@H:28]5[CH2:69][OH:70])[O:20][C@@H:19]4[CH2:71][OH:72])[O:11][C@@H:10]3[CH2:73][OH:74].C(ON1C(=O)CCC1=O)(=O)CCCCCCC(ON1C(=O)CCC1=O)=O.C(ON1C(=O)CCC1=O)(=O)CCCCCCC(ON1C(=O)CCC1=O)=O, predict the reaction product. The product is: [CH2:67]([OH:68])[C@H:37]1[O:38][C@@H:39]2[O:44][C@H:45]3[C@H:50]([OH:51])[C@@H:49]([OH:52])[C@@H:48]([O:53][C@H:54]4[C@H:60]([OH:61])[C@@H:59]([OH:62])[C@@H:57]([O:58][C@H:3]5[C@H:4]([OH:76])[C@@H:5]([OH:75])[C@@H:6]([O:8][C@H:9]6[C@H:14]([OH:15])[C@@H:13]([OH:16])[C@@H:12]([O:17][C@H:18]7[C@H:23]([OH:24])[C@@H:22]([OH:25])[C@@H:21]([O:26][C@H:27]8[C@H:32]([OH:33])[C@@H:31]([OH:34])[C@@H:30]([O:35][C@H:36]1[C@H:41]([OH:42])[C@H:40]2[OH:43])[O:29][C@@H:28]8[CH2:69][OH:70])[O:20][C@@H:19]7[CH2:71][OH:72])[O:11][C@@H:10]6[CH2:73][OH:74])[O:7][C@@H:2]5[CH2:1][OH:77])[O:56][C@@H:55]4[CH2:63][OH:64])[O:47][C@@H:46]3[CH2:65][OH:66]. (5) Given the reactants [I:1][C:2]1[CH:7]=[CH:6][C:5]([CH2:8][N:9]2[C:14]3[N:15]=[CH:16][CH:17]=[CH:18][C:13]=3[C:12](=S)[C:11]([C:20]([O:22]CC)=O)=[N:10]2)=[CH:4][CH:3]=1.Cl.[O:26]1[CH2:31][CH2:30][CH2:29][CH:28]([NH:32][NH2:33])[CH2:27]1.C(=O)([O-])[O-].[K+].[K+].CN(C)C=O, predict the reaction product. The product is: [I:1][C:2]1[CH:3]=[CH:4][C:5]([CH2:8][N:9]2[C:14]3[N:15]=[CH:16][CH:17]=[CH:18][C:13]=3[C:12]3=[N:33][N:32]([CH:28]4[CH2:29][CH2:30][CH2:31][O:26][CH2:27]4)[C:20](=[O:22])[C:11]3=[N:10]2)=[CH:6][CH:7]=1.